Dataset: NCI-60 drug combinations with 297,098 pairs across 59 cell lines. Task: Regression. Given two drug SMILES strings and cell line genomic features, predict the synergy score measuring deviation from expected non-interaction effect. Drug 1: C1=CC(=CC=C1CCC2=CNC3=C2C(=O)NC(=N3)N)C(=O)NC(CCC(=O)O)C(=O)O. Drug 2: CC1C(C(CC(O1)OC2CC(CC3=C2C(=C4C(=C3O)C(=O)C5=C(C4=O)C(=CC=C5)OC)O)(C(=O)C)O)N)O.Cl. Cell line: MDA-MB-231. Synergy scores: CSS=19.2, Synergy_ZIP=-10.3, Synergy_Bliss=0.427, Synergy_Loewe=0.177, Synergy_HSA=2.27.